This data is from Forward reaction prediction with 1.9M reactions from USPTO patents (1976-2016). The task is: Predict the product of the given reaction. (1) Given the reactants C([Li])CCC.Br[C:7]1[CH:8]=[N:9][CH:10]=[C:11]([C:13]2[CH:17]=[C:16]([O:18][C:19]3[CH:24]=[CH:23][C:22]([C:25]([F:28])([F:27])[F:26])=[CH:21][CH:20]=3)[N:15]([CH2:29][CH3:30])[N:14]=2)[CH:12]=1.[CH3:31][C:32]([S:35]([N:37]=[C:38]1[CH2:41][O:40][CH2:39]1)=[O:36])([CH3:34])[CH3:33], predict the reaction product. The product is: [CH2:29]([N:15]1[C:16]([O:18][C:19]2[CH:24]=[CH:23][C:22]([C:25]([F:28])([F:27])[F:26])=[CH:21][CH:20]=2)=[CH:17][C:13]([C:11]2[CH:12]=[C:7]([C:38]3([NH:37][S:35]([C:32]([CH3:34])([CH3:33])[CH3:31])=[O:36])[CH2:41][O:40][CH2:39]3)[CH:8]=[N:9][CH:10]=2)=[N:14]1)[CH3:30]. (2) Given the reactants [OH:1][C:2]1[CH:7]=[CH:6][C:5]([CH2:8][C:9]([O:11][CH3:12])=[O:10])=[CH:4][CH:3]=1.[Cl:13][C:14]1[CH:15]=[N:16][C:17]([N:20]2[CH2:25][CH2:24][CH:23]([C@H:26]3[CH2:28][C@H:27]3[CH2:29][CH2:30]O)[CH2:22][CH2:21]2)=[N:18][CH:19]=1.C1(P(C2C=CC=CC=2)C2C=CC=CC=2)C=CC=CC=1, predict the reaction product. The product is: [Cl:13][C:14]1[CH:15]=[N:16][C:17]([N:20]2[CH2:25][CH2:24][CH:23]([C@H:26]3[CH2:28][C@H:27]3[CH2:29][CH2:30][O:1][C:2]3[CH:3]=[CH:4][C:5]([CH2:8][C:9]([O:11][CH3:12])=[O:10])=[CH:6][CH:7]=3)[CH2:22][CH2:21]2)=[N:18][CH:19]=1. (3) Given the reactants Cl.[F:2][C:3]1[CH:4]=[CH:5][C:6]([C:9]#[N:10])=[N:7][CH:8]=1.[Na+].[Cl-].Cl.C(N=C=NCCCN(C)C)C.[OH:25]N1C2C=CC=CC=2N=N1.Cl.[CH2:36]([O:38][C:39](=[O:47])[CH:40](N)[C:41]([O:43][CH2:44][CH3:45])=[O:42])[CH3:37], predict the reaction product. The product is: [CH2:36]([O:38][C:39](=[O:47])[CH:40]([NH:10][C:9]([C:6]1[CH:5]=[CH:4][C:3]([F:2])=[CH:8][N:7]=1)=[O:25])[C:41]([O:43][CH2:44][CH3:45])=[O:42])[CH3:37]. (4) Given the reactants [CH:1]1([C:4]2[CH:23]=[N:22][CH:21]=[C:20](F)[C:5]=2[C:6]([NH:8][C:9](=[NH:19])[C:10]2[CH:15]=[CH:14][N:13]=[C:12]3NC=C[C:11]=23)=[O:7])[CH2:3][CH2:2]1.C([O-])([O-])=O.[Cs+].[Cs+].O.C(O)(=O)C, predict the reaction product. The product is: [CH:1]1([C:4]2[C:5]3[C:6]([OH:7])=[N:8][C:9]([C:10]4[CH:15]=[CH:14][N:13]=[CH:12][CH:11]=4)=[N:19][C:20]=3[CH:21]=[N:22][CH:23]=2)[CH2:3][CH2:2]1. (5) Given the reactants [CH3:1][C:2]([Si:5]([CH3:32])([CH3:31])[O:6][CH2:7][C@@H:8]([N:18]1[C:23](=[O:24])[CH2:22][NH:21][C:20]2[CH:25]=[CH:26][C:27]([O:29][CH3:30])=[N:28][C:19]1=2)[CH2:9][O:10]CC1C=CC=CC=1)([CH3:4])[CH3:3], predict the reaction product. The product is: [CH3:4][C:2]([Si:5]([CH3:31])([CH3:32])[O:6][CH2:7][C@@H:8]([N:18]1[C:23](=[O:24])[CH2:22][NH:21][C:20]2[CH:25]=[CH:26][C:27]([O:29][CH3:30])=[N:28][C:19]1=2)[CH2:9][OH:10])([CH3:1])[CH3:3].